Dataset: Reaction yield outcomes from USPTO patents with 853,638 reactions. Task: Predict the reaction yield, written as a fraction of the theoretical maximum amount of product (1.0 means a 100% yield; for example, 0.34 means a 34% yield). (1) The reactants are [O:1]=[C:2]1[CH2:8][CH2:7][N:6]([C:9]([O:11][C:12]([CH3:15])([CH3:14])[CH3:13])=[O:10])[CH2:5][CH2:4][CH:3]1C(OCC)=O.[OH-].[Na+].Cl. The catalyst is O1CCOCC1.O. The product is [O:1]=[C:2]1[CH2:3][CH2:4][CH2:5][N:6]([C:9]([O:11][C:12]([CH3:15])([CH3:14])[CH3:13])=[O:10])[CH2:7][CH2:8]1. The yield is 0.770. (2) The reactants are Cl.[CH3:2][O:3][C:4]1[N:9]=[CH:8][C:7]([CH2:10][CH2:11][N:12]2[C:17](=[O:18])[CH2:16][C:15]([CH3:20])([CH3:19])[CH2:14][C:13]2=[O:21])=[CH:6][CH:5]=1.N12CCN(CC1)CC2.[CH3:30][N:31]([C:35]1[CH:40]=[CH:39][CH:38]=[CH:37][CH:36]=1)C(Cl)=O.[O:41]1CCCC1. The catalyst is CCOCC. The product is [CH3:20][C:15]1([CH3:19])[CH2:14][C:13](=[O:21])[N:12]([CH2:11][CH2:10][C:7]2[CH:6]=[CH:5][C:4]([O:3][C:2](=[O:41])[N:31]([CH3:30])[C:35]3[CH:40]=[CH:39][CH:38]=[CH:37][CH:36]=3)=[N:9][CH:8]=2)[C:17](=[O:18])[CH2:16]1. The yield is 0.250. (3) The reactants are [N:1]1([C:6]2[CH:11]=[CH:10][C:9](/[CH:12]=[CH:13]/[C:14]([C:16]3[CH:21]=[C:20]([Cl:22])[CH:19]=[C:18]([Cl:23])[CH:17]=3)=[O:15])=[CH:8][CH:7]=2)[CH:5]=[N:4][CH:3]=[N:2]1.[F:24][C:25]([Si](C)(C)C)([F:27])[F:26].[F-].C([N+](CCCC)(CCCC)CCCC)CCC.Cl. The catalyst is C1COCC1. The product is [N:1]1([C:6]2[CH:11]=[CH:10][C:9](/[CH:12]=[CH:13]/[C:14]([C:16]3[CH:17]=[C:18]([Cl:23])[CH:19]=[C:20]([Cl:22])[CH:21]=3)([OH:15])[C:25]([F:27])([F:26])[F:24])=[CH:8][CH:7]=2)[CH:5]=[N:4][CH:3]=[N:2]1. The yield is 0.250. (4) The reactants are [OH:1][CH:2]([CH:11]=[CH2:12])[CH2:3][C:4]([O:6][C:7]([CH3:10])([CH3:9])[CH3:8])=[O:5].C(C(C(C)C)=C[CH2:18][B:19]([O-])[O-:20])(C)C. The catalyst is C(Cl)Cl.Cl[Ru](=CC1C=CC=CC=1)([P](C1CCCCC1)(C1CCCCC1)C1CCCCC1)([P](C1CCCCC1)(C1CCCCC1)C1CCCCC1)Cl. The product is [OH:20][B:19]1[CH2:18][CH:12]=[CH:11][CH:2]([CH2:3][C:4]([O:6][C:7]([CH3:8])([CH3:10])[CH3:9])=[O:5])[O:1]1. The yield is 0.927. (5) The catalyst is C1COCC1. The reactants are IC.[CH2:3]([O:10][C:11]1[C:16]([CH2:17][N:18]2[CH2:27][CH2:26][C:25]3[C:20](=[C:21]([Cl:35])[C:22]([CH:29]([OH:34])[CH:30]4[CH2:33][O:32][CH2:31]4)=[CH:23][C:24]=3[Cl:28])[C:19]2=[O:36])=[C:15]([O:37][CH3:38])[CH:14]=[C:13]([CH3:39])[N:12]=1)[C:4]1[CH:9]=[CH:8][CH:7]=[CH:6][CH:5]=1.[CH3:40]C(C)([O-])C.[K+]. The yield is 0.910. The product is [CH2:3]([O:10][C:11]1[C:16]([CH2:17][N:18]2[CH2:27][CH2:26][C:25]3[C:20](=[C:21]([Cl:35])[C:22]([CH:29]([O:34][CH3:40])[CH:30]4[CH2:31][O:32][CH2:33]4)=[CH:23][C:24]=3[Cl:28])[C:19]2=[O:36])=[C:15]([O:37][CH3:38])[CH:14]=[C:13]([CH3:39])[N:12]=1)[C:4]1[CH:9]=[CH:8][CH:7]=[CH:6][CH:5]=1. (6) The catalyst is [Pd].C(O)C. The yield is 0.890. The reactants are [Cl:1][C:2]1[C:3]([F:21])=[N:4][C:5]([F:20])=[C:6]([Cl:19])[C:7]=1[CH2:8][C:9]([O:11]CC1C=CC=CC=1)=[O:10]. The product is [Cl:19][C:6]1[C:5]([F:20])=[N:4][C:3]([F:21])=[C:2]([Cl:1])[C:7]=1[CH2:8][C:9]([OH:11])=[O:10]. (7) The reactants are [Cl:1][C:2]1[CH:9]=[CH:8][CH:7]=[CH:6][C:3]=1[CH:4]=O.[CH3:10][C:11]([CH3:13])=[O:12].[OH-].[Na+].O. The catalyst is C(O)C. The product is [Cl:1][C:2]1[CH:9]=[CH:8][CH:7]=[CH:6][C:3]=1[CH:4]=[CH:10][C:11](=[O:12])[CH:13]=[CH:4][C:3]1[CH:6]=[CH:7][CH:8]=[CH:9][C:2]=1[Cl:1]. The yield is 0.670. (8) The reactants are [F:1][C:2]([F:29])([F:28])[O:3][C:4]1[CH:9]=[CH:8][C:7]([N:10]2[CH:14]=[N:13][C:12]([C:15]3[CH:20]=[CH:19][C:18]([CH2:21][CH2:22]C(N=[N+]=[N-])=O)=[CH:17][CH:16]=3)=[N:11]2)=[CH:6][CH:5]=1.C(=O)([O-])[O-].[Cs+].[Cs+].[CH:36]([C:39]1[CH:44]=[CH:43][CH:42]=[CH:41][C:40]=1[NH:45][C:46]([NH2:48])=[S:47])([CH3:38])[CH3:37].NC([NH:52][C:53](N)=[O:54])=S.[C:56]([O-])(=[O:58])[CH3:57].[Na+].BrCC(OC)=O. The catalyst is C(#N)C.C(O)C.C(OCC)(=O)C. The product is [CH:36]([C:39]1[CH:44]=[CH:43][CH:42]=[CH:41][C:40]=1[N:45]1[C:56](=[O:58])[CH2:57][S:47]/[C:46]/1=[N:48]\[C:53]([NH:52][CH2:22][CH2:21][C:18]1[CH:19]=[CH:20][C:15]([C:12]2[N:13]=[CH:14][N:10]([C:7]3[CH:6]=[CH:5][C:4]([O:3][C:2]([F:29])([F:28])[F:1])=[CH:9][CH:8]=3)[N:11]=2)=[CH:16][CH:17]=1)=[O:54])([CH3:38])[CH3:37]. The yield is 0.620. (9) The reactants are FC(F)(F)S(C1C=CC(N)=CC=1)(=O)=O.C(N(CC)CC)C.ClC(Cl)(OC(=O)OC(Cl)(Cl)Cl)Cl.[F:34][C:35]([F:50])([F:49])[S:36]([C:39]1[CH:44]=[CH:43][C:42]([NH:45][C:46](Cl)=[O:47])=[CH:41][CH:40]=1)(=[O:38])=[O:37].[CH3:51][Si:52]([CH3:72])([CH3:71])[CH2:53][CH2:54][O:55][CH2:56][N:57]1[C:61]2=[N:62][CH:63]=[CH:64][CH:65]=[C:60]2[C:59]([CH2:66][NH:67][CH:68]([CH3:70])[CH3:69])=[CH:58]1. No catalyst specified. The product is [CH3:70][CH:68]([N:67]([CH2:66][C:59]1[C:60]2[C:61](=[N:62][CH:63]=[CH:64][CH:65]=2)[N:57]([CH2:56][O:55][CH2:54][CH2:53][Si:52]([CH3:71])([CH3:51])[CH3:72])[CH:58]=1)[C:46]([NH:45][C:42]1[CH:43]=[CH:44][C:39]([S:36]([C:35]([F:50])([F:49])[F:34])(=[O:38])=[O:37])=[CH:40][CH:41]=1)=[O:47])[CH3:69]. The yield is 0.380.